This data is from Reaction yield outcomes from USPTO patents with 853,638 reactions. The task is: Predict the reaction yield, written as a fraction of the theoretical maximum amount of product (1.0 means a 100% yield; for example, 0.34 means a 34% yield). (1) The reactants are Br[CH2:2][C:3]1[CH:4]=[N:5][C:6]2[C:11]([C:12]=1[Cl:13])=[CH:10][CH:9]=[CH:8][CH:7]=2.[CH3:14][C:15]1[N:20]=[C:19]([SH:21])[N:18]=[C:17]([OH:22])[CH:16]=1.C(N(CC)CC)C. The catalyst is C(O)C. The product is [ClH:13].[Cl:13][C:12]1[C:11]2[C:6](=[CH:7][CH:8]=[CH:9][CH:10]=2)[N:5]=[CH:4][C:3]=1[CH2:2][S:21][C:19]1[N:18]=[C:17]([OH:22])[CH:16]=[C:15]([CH3:14])[N:20]=1. The yield is 0.790. (2) The reactants are C([NH:4][OH:5])(=O)C.C([O-])([O-])=O.[K+].[K+].F[C:13]1[CH:20]=[CH:19][C:18]([N:21]2[C:25]3[C:26](=[O:43])[N:27]([C:30]4[CH:35]=[CH:34][C:33]([N:36]5[CH2:41][CH2:40][CH2:39][CH2:38][C:37]5=[O:42])=[CH:32][CH:31]=4)[CH2:28][CH2:29][C:24]=3[C:23]([C:44]([F:47])([F:46])[F:45])=[N:22]2)=[CH:17][C:14]=1[C:15]#[N:16].C(O)(C(F)(F)F)=O. The product is [NH2:16][C:15]1[C:14]2[CH:17]=[C:18]([N:21]3[C:25]4[C:26](=[O:43])[N:27]([C:30]5[CH:35]=[CH:34][C:33]([N:36]6[CH2:41][CH2:40][CH2:39][CH2:38][C:37]6=[O:42])=[CH:32][CH:31]=5)[CH2:28][CH2:29][C:24]=4[C:23]([C:44]([F:46])([F:45])[F:47])=[N:22]3)[CH:19]=[CH:20][C:13]=2[O:5][N:4]=1. The yield is 0.670. The catalyst is CN(C=O)C.O. (3) The reactants are C(OP([CH2:9][C:10]([O:12][CH2:13][CH3:14])=[O:11])(OCC)=O)C.[H-].[Na+].[Cl:17][C:18]1[CH:34]=[C:33]([Cl:35])[CH:32]=[CH:31][C:19]=1[CH2:20][C:21]1[S:25][C:24]([CH:26]([CH3:28])[CH3:27])=[N:23][C:22]=1[CH:29]=O.[Cl-].[NH4+]. The catalyst is CN(C)C=O. The product is [Cl:17][C:18]1[CH:34]=[C:33]([Cl:35])[CH:32]=[CH:31][C:19]=1[CH2:20][C:21]1[S:25][C:24]([CH:26]([CH3:28])[CH3:27])=[N:23][C:22]=1/[CH:29]=[CH:9]/[C:10]([O:12][CH2:13][CH3:14])=[O:11]. The yield is 0.800. (4) The reactants are [CH3:1][C:2]12[CH2:11][CH:6]3[CH2:7][CH:8]([CH2:10][C:4]([CH3:12])([CH2:5]3)[CH2:3]1)[CH2:9]2.[N+]([O-])(O)=O.OS(O)(=O)=O.OS(O)(=O)=O.[O:27]=S(=O)=O.[C:31](#[N:33])[CH3:32]. No catalyst specified. The product is [C:31]([NH:33][C:6]12[CH2:11][C:2]3([CH3:1])[CH2:9][CH:8]([CH2:10][C:4]([CH3:12])([CH2:3]3)[CH2:5]1)[CH2:7]2)(=[O:27])[CH3:32]. The yield is 0.600.